This data is from Forward reaction prediction with 1.9M reactions from USPTO patents (1976-2016). The task is: Predict the product of the given reaction. (1) Given the reactants C[Mg]Br.[CH:4]1[C:16]2[NH:15][C:14]3[C:9](=[CH:10][CH:11]=[CH:12][CH:13]=3)[C:8]=2[CH:7]=[CH:6][CH:5]=1.[Cl-].[Cl-].[Cl-].[Cl-].[Zr+4:21], predict the reaction product. The product is: [C:13]1([Zr:21][C:13]2[C:14]3[NH:15][C:16]4[C:8](=[CH:7][CH:6]=[CH:5][CH:4]=4)[C:9]=3[CH:10]=[CH:11][CH:12]=2)[C:14]2[NH:15][C:16]3[C:8](=[CH:7][CH:6]=[CH:5][CH:4]=3)[C:9]=2[CH:10]=[CH:11][CH:12]=1. (2) Given the reactants [CH2:1]([NH:3][C:4]([C:6]1[C:10]([C:11]2[CH:16]=[CH:15][C:14]([CH2:17][N:18]3[CH2:23][CH2:22][O:21][CH2:20][CH2:19]3)=[CH:13][CH:12]=2)=[C:9]([C:24]2[CH:29]=[C:28]([CH2:30][CH2:31][C:32]3[CH:37]=[CH:36][CH:35]=[CH:34][CH:33]=3)[C:27]([O:38]CC3C=CC=CC=3)=[CH:26][C:25]=2[O:46]CC2C=CC=CC=2)[O:8][N:7]=1)=[O:5])[CH3:2].B(Cl)(Cl)[Cl:55], predict the reaction product. The product is: [ClH:55].[CH2:1]([NH:3][C:4]([C:6]1[C:10]([C:11]2[CH:12]=[CH:13][C:14]([CH2:17][N:18]3[CH2:19][CH2:20][O:21][CH2:22][CH2:23]3)=[CH:15][CH:16]=2)=[C:9]([C:24]2[CH:29]=[C:28]([CH2:30][CH2:31][C:32]3[CH:37]=[CH:36][CH:35]=[CH:34][CH:33]=3)[C:27]([OH:38])=[CH:26][C:25]=2[OH:46])[O:8][N:7]=1)=[O:5])[CH3:2]. (3) Given the reactants [CH3:1][N:2]1[C:10]2[C:9](=[O:11])[CH2:8][CH2:7][CH2:6][C:5]=2[C:4]([C:12]([O:14][CH3:15])=[O:13])=[CH:3]1.[CH3:16][N:17]([CH:19](N(C)C)N(C)C)[CH3:18], predict the reaction product. The product is: [CH3:16][N:17](/[CH:19]=[C:8]1\[CH2:7][CH2:6][C:5]2[C:4]([C:12]([O:14][CH3:15])=[O:13])=[CH:3][N:2]([CH3:1])[C:10]=2[C:9]\1=[O:11])[CH3:18]. (4) Given the reactants Cl.[NH2:2][CH2:3][C:4]1([OH:10])[CH2:9][CH2:8][CH2:7][CH2:6][CH2:5]1.Cl[C:12]1[C:21]2[C:16](=[CH:17][CH:18]=[CH:19][CH:20]=2)[N:15]=[CH:14][C:13]=1[N+:22]([O-:24])=[O:23].C(N(CC)CC)C.[N+](C1C=NC2C(C=1O)=CC=CC=2)([O-])=O, predict the reaction product. The product is: [N+:22]([C:13]1[CH:14]=[N:15][C:16]2[C:21]([C:12]=1[NH:2][CH2:3][C:4]1([OH:10])[CH2:9][CH2:8][CH2:7][CH2:6][CH2:5]1)=[CH:20][CH:19]=[CH:18][CH:17]=2)([O-:24])=[O:23]. (5) The product is: [CH2:20]([N:14]1[C:13]2[CH:12]=[CH:11][C:10]([CH:17]=[O:18])=[CH:9][C:8]=2[C:7]2[C:15]1=[CH:16][C:4]([F:3])=[CH:5][CH:6]=2)[CH3:21]. Given the reactants [H-].[Na+].[F:3][C:4]1[CH:16]=[C:15]2[C:7]([C:8]3[CH:9]=[C:10]([CH:17]=[O:18])[CH:11]=[CH:12][C:13]=3[NH:14]2)=[CH:6][CH:5]=1.I[CH2:20][CH3:21].O, predict the reaction product.